This data is from Full USPTO retrosynthesis dataset with 1.9M reactions from patents (1976-2016). The task is: Predict the reactants needed to synthesize the given product. (1) Given the product [CH3:17][N:18]([CH3:22])[C:19]([N:14]1[C:15]2[C:11](=[CH:10][CH:9]=[C:8]([C:5]3[CH2:6][CH2:7][N:2]([CH3:1])[CH2:3][CH:4]=3)[CH:16]=2)[CH:12]=[CH:13]1)=[O:20], predict the reactants needed to synthesize it. The reactants are: [CH3:1][N:2]1[CH2:7][CH2:6][C:5]([C:8]2[CH:16]=[C:15]3[C:11]([CH:12]=[CH:13][NH:14]3)=[CH:10][CH:9]=2)=[CH:4][CH2:3]1.[CH3:17][N:18]([CH3:22])[C:19](Cl)=[O:20].C[Si]([N-][Si](C)(C)C)(C)C.[Na+]. (2) The reactants are: I[C:2]1[S:6][C:5]([C:7]2[CH:15]=[C:14]3[C:10]([CH2:11][N:12]([CH3:17])[C:13]3=[O:16])=[CH:9][CH:8]=2)=[CH:4][CH:3]=1.CC1(C)C(C)(C)OB([C:26]2[CH:27]=[C:28]([NH:32][C:33](=[O:39])[O:34][C:35]([CH3:38])([CH3:37])[CH3:36])[CH:29]=[N:30][CH:31]=2)O1. Given the product [CH3:17][N:12]1[C:13](=[O:16])[C:14]2[C:10](=[CH:9][CH:8]=[C:7]([C:5]3[S:6][C:2]([C:26]4[CH:27]=[C:28]([NH:32][C:33](=[O:39])[O:34][C:35]([CH3:37])([CH3:36])[CH3:38])[CH:29]=[N:30][CH:31]=4)=[CH:3][CH:4]=3)[CH:15]=2)[CH2:11]1, predict the reactants needed to synthesize it. (3) Given the product [CH3:23][O:24][C:25]1[CH:30]=[CH:29][C:28]([C:31]2[CH:32]=[CH:33][CH:34]=[CH:35][CH:36]=2)=[CH:27][CH:26]=1, predict the reactants needed to synthesize it. The reactants are: C1(C2C=CC=CC=2)C=CC=CC=1.IC1C=CC2OCOC=2C=1.[CH3:23][O:24][C:25]1[CH:30]=[CH:29][C:28]([C:31]2[CH:36]=[CH:35][C:34](OC)=[CH:33][CH:32]=2)=[CH:27][CH:26]=1. (4) Given the product [Cl:1][C:2]1[CH:35]=[CH:34][CH:33]=[CH:32][C:3]=1[O:4][C:5]1[CH2:9][N:8]([CH:10]([CH2:27][CH:28]([F:30])[F:29])[C:11]([NH:13][C:14]2[CH:18]=[CH:17][N:16]([CH2:19][C@@H:20]([OH:21])[CH2:24][OH:23])[N:15]=2)=[O:12])[C:7](=[O:31])[CH:6]=1, predict the reactants needed to synthesize it. The reactants are: [Cl:1][C:2]1[CH:35]=[CH:34][CH:33]=[CH:32][C:3]=1[O:4][C:5]1[CH2:9][N:8]([CH:10]([CH2:27][CH:28]([F:30])[F:29])[C:11]([NH:13][C:14]2[CH:18]=[CH:17][N:16]([CH2:19][C@@H:20]3[CH2:24][O:23]C(C)(C)[O:21]3)[N:15]=2)=[O:12])[C:7](=[O:31])[CH:6]=1.CO.O.C1(C)C=CC(S(O)(=O)=O)=CC=1.